The task is: Regression. Given two drug SMILES strings and cell line genomic features, predict the synergy score measuring deviation from expected non-interaction effect.. This data is from NCI-60 drug combinations with 297,098 pairs across 59 cell lines. (1) Drug 1: COC1=CC(=CC(=C1O)OC)C2C3C(COC3=O)C(C4=CC5=C(C=C24)OCO5)OC6C(C(C7C(O6)COC(O7)C8=CC=CS8)O)O. Drug 2: CN(C)N=NC1=C(NC=N1)C(=O)N. Cell line: HCC-2998. Synergy scores: CSS=10.5, Synergy_ZIP=-6.03, Synergy_Bliss=-8.57, Synergy_Loewe=-53.3, Synergy_HSA=-8.36. (2) Drug 1: CC1=C2C(C(=O)C3(C(CC4C(C3C(C(C2(C)C)(CC1OC(=O)C(C(C5=CC=CC=C5)NC(=O)OC(C)(C)C)O)O)OC(=O)C6=CC=CC=C6)(CO4)OC(=O)C)OC)C)OC. Drug 2: CCCCC(=O)OCC(=O)C1(CC(C2=C(C1)C(=C3C(=C2O)C(=O)C4=C(C3=O)C=CC=C4OC)O)OC5CC(C(C(O5)C)O)NC(=O)C(F)(F)F)O. Cell line: K-562. Synergy scores: CSS=49.2, Synergy_ZIP=1.58, Synergy_Bliss=-0.556, Synergy_Loewe=-16.8, Synergy_HSA=-0.0813.